Dataset: Reaction yield outcomes from USPTO patents with 853,638 reactions. Task: Predict the reaction yield, written as a fraction of the theoretical maximum amount of product (1.0 means a 100% yield; for example, 0.34 means a 34% yield). (1) The reactants are B(Br)(Br)Br.[F:5][C:6]1[CH:22]=[CH:21][C:9]2[C:10]([C:13]3[CH:18]=[CH:17][C:16]([O:19]C)=[CH:15][CH:14]=3)=[N:11][O:12][C:8]=2[CH:7]=1.CO. The catalyst is ClCCl.C(O)(C)C. The product is [F:5][C:6]1[CH:22]=[CH:21][C:9]2[C:10]([C:13]3[CH:14]=[CH:15][C:16]([OH:19])=[CH:17][CH:18]=3)=[N:11][O:12][C:8]=2[CH:7]=1. The yield is 0.830. (2) The reactants are [H-].[Al+3].[Li+].[H-].[H-].[H-].[N:7]1[CH:12]=[CH:11][C:10]([C:13]2[C:14]([C:26]3[CH:27]=[C:28]([CH:31]=[CH:32][CH:33]=3)[C:29]#[N:30])=[N:15][N:16]([CH2:18][O:19][CH2:20][CH2:21][Si:22]([CH3:25])([CH3:24])[CH3:23])[CH:17]=2)=[CH:9][CH:8]=1. The catalyst is C1COCC1. The product is [N:7]1[CH:8]=[CH:9][C:10]([C:13]2[C:14]([C:26]3[CH:27]=[C:28]([CH:31]=[CH:32][CH:33]=3)[CH2:29][NH2:30])=[N:15][N:16]([CH2:18][O:19][CH2:20][CH2:21][Si:22]([CH3:25])([CH3:23])[CH3:24])[CH:17]=2)=[CH:11][CH:12]=1. The yield is 0.560. (3) The reactants are Br[C:2]1[CH:7]=[C:6]([N+:8]([O-:10])=[O:9])[CH:5]=[CH:4][C:3]=1[C:11]([CH3:14])([CH3:13])[CH3:12].[CH3:15][N:16](C=O)C. The catalyst is O.[C-]#N.[C-]#N.[Zn+2].C1C=CC([P]([Pd]([P](C2C=CC=CC=2)(C2C=CC=CC=2)C2C=CC=CC=2)([P](C2C=CC=CC=2)(C2C=CC=CC=2)C2C=CC=CC=2)[P](C2C=CC=CC=2)(C2C=CC=CC=2)C2C=CC=CC=2)(C2C=CC=CC=2)C2C=CC=CC=2)=CC=1. The product is [C:11]([C:3]1[CH:4]=[CH:5][C:6]([N+:8]([O-:10])=[O:9])=[CH:7][C:2]=1[C:15]#[N:16])([CH3:14])([CH3:13])[CH3:12]. The yield is 0.800. (4) The reactants are C([O:3][C:4]([C:6]1[CH:7]=[C:8]2[C:12](=[CH:13][CH:14]=1)[N:11]([CH:15]1[CH2:20][CH2:19][CH2:18][CH2:17][O:16]1)[N:10]=[C:9]2[C:21]1[O:22][C:23]2[CH:29]=[CH:28][CH:27]=[CH:26][C:24]=2[CH:25]=1)=[O:5])C.O1CCCC1.[OH-].[Na+].Cl. The catalyst is O.CO. The product is [O:22]1[C:23]2[CH:29]=[CH:28][CH:27]=[CH:26][C:24]=2[CH:25]=[C:21]1[C:9]1[C:8]2[C:12](=[CH:13][CH:14]=[C:6]([C:4]([OH:5])=[O:3])[CH:7]=2)[N:11]([CH:15]2[CH2:20][CH2:19][CH2:18][CH2:17][O:16]2)[N:10]=1. The yield is 0.400. (5) The reactants are C(OC(=O)[NH:10][C@@H:11]([CH3:25])[CH2:12][NH:13][C:14]1[CH:19]=[CH:18][C:17]([O:20][C:21]([F:24])([F:23])[F:22])=[CH:16][CH:15]=1)C1C=CC=CC=1. The catalyst is C(O)C.[Pd]. The product is [F:22][C:21]([F:23])([F:24])[O:20][C:17]1[CH:16]=[CH:15][C:14]([NH:13][CH2:12][C@@H:11]([NH2:10])[CH3:25])=[CH:19][CH:18]=1. The yield is 0.720. (6) The yield is 0.710. The product is [Si:1]([O:8][C@H:9]1[CH2:13][C@H:12]([O:14][C:15]2[CH:20]=[C:19]([NH:25][C@@H:26]3[C:34]4[C:29](=[CH:30][C:31]([Cl:35])=[CH:32][CH:33]=4)[CH2:28][C@@H:27]3[O:36][CH3:37])[N:18]=[CH:17][N:16]=2)[CH2:11][C@H:10]1[CH2:22][OH:23])([C:4]([CH3:6])([CH3:7])[CH3:5])([CH3:2])[CH3:3]. The reactants are [Si:1]([O:8][C@H:9]1[CH2:13][C@H:12]([O:14][C:15]2[CH:20]=[C:19](Cl)[N:18]=[CH:17][N:16]=2)[CH2:11][C@H:10]1[CH2:22][OH:23])([C:4]([CH3:7])([CH3:6])[CH3:5])([CH3:3])[CH3:2].Cl[NH:25][CH:26]1[C:34]2[C:29](=[CH:30][C:31]([Cl:35])=[CH:32][CH:33]=2)[CH2:28][CH:27]1[O:36][CH3:37].C(O)CCC.C(N(CC)CC)C. No catalyst specified.